Dataset: Forward reaction prediction with 1.9M reactions from USPTO patents (1976-2016). Task: Predict the product of the given reaction. (1) The product is: [NH:11]1[C:19]2[C:14](=[CH:15][CH:16]=[CH:17][CH:18]=2)[C:13]([CH2:20][N:21]2[CH2:26][CH2:25][CH2:24][C:23]3([CH2:31][CH2:30][NH:29][CH2:28][CH2:27]3)[C:22]2=[O:32])=[CH:12]1. Given the reactants S([N:11]1[C:19]2[C:14](=[CH:15][CH:16]=[CH:17][CH:18]=2)[C:13]([CH2:20][N:21]2[CH2:26][CH2:25][CH2:24][C:23]3([CH2:31][CH2:30][NH:29][CH2:28][CH2:27]3)[C:22]2=[O:32])=[CH:12]1)(C1C=CC(C)=CC=1)(=O)=O.C([O-])([O-])=O.[Cs+].[Cs+].C(=O)([O-])[O-].[K+].[K+], predict the reaction product. (2) Given the reactants Cl.[C:2]([C:6]1[CH:26]=[CH:25][C:9]([CH2:10][NH:11][CH2:12][CH2:13][C:14]2[CH:19]=[C:18]([C:20]([F:23])([F:22])[F:21])[CH:17]=[C:16]([F:24])[CH:15]=2)=[CH:8][CH:7]=1)([CH3:5])([CH3:4])[CH3:3].[Cl:27][C:28]1[C:29]([F:41])=[C:30]([CH:34]=[C:35]([C:37]([F:40])([F:39])[F:38])[CH:36]=1)[C:31](O)=[O:32].CN(C(ON1N=NC2C=CC=CC1=2)=[N+](C)C)C.F[P-](F)(F)(F)(F)F.Cl.C([O-])(O)=O.[Na+], predict the reaction product. The product is: [C:2]([C:6]1[CH:7]=[CH:8][C:9]([CH2:10][N:11]([CH2:12][CH2:13][C:14]2[CH:19]=[C:18]([C:20]([F:23])([F:21])[F:22])[CH:17]=[C:16]([F:24])[CH:15]=2)[C:31](=[O:32])[C:30]2[CH:34]=[C:35]([C:37]([F:38])([F:39])[F:40])[CH:36]=[C:28]([Cl:27])[C:29]=2[F:41])=[CH:25][CH:26]=1)([CH3:5])([CH3:3])[CH3:4]. (3) Given the reactants [CH3:1][O:2][C:3](=[O:21])[C:4]1[CH:9]=[CH:8][N:7]=[C:6]([S:10][Si](C(C)C)(C(C)C)C(C)C)[CH:5]=1.[F-].C([N+](CCCC)(CCCC)CCCC)CCC.Cl[CH2:41][C:42](=[O:44])[CH3:43].CCN(C(C)C)C(C)C, predict the reaction product. The product is: [CH3:1][O:2][C:3](=[O:21])[C:4]1[CH:9]=[CH:8][N:7]=[C:6]([S:10][CH2:41][C:42](=[O:44])[CH3:43])[CH:5]=1. (4) The product is: [F:21][C:12]1[C:11]([O:10][CH:7]([C:5]2[O:6][C:2]([S:33][CH3:32])=[C:3]([C:22]3[CH:27]=[CH:26][C:25]([C:28]([F:31])([F:30])[F:29])=[CH:24][CH:23]=3)[N:4]=2)[CH2:8][OH:9])=[CH:19][CH:18]=[C:17]([F:20])[C:13]=1[C:14]([NH2:16])=[O:15]. Given the reactants Br[C:2]1[O:6][C:5]([CH:7]([O:10][C:11]2[C:12]([F:21])=[C:13]([C:17]([F:20])=[CH:18][CH:19]=2)[C:14]([NH2:16])=[O:15])[CH2:8][OH:9])=[N:4][C:3]=1[C:22]1[CH:27]=[CH:26][C:25]([C:28]([F:31])([F:30])[F:29])=[CH:24][CH:23]=1.[CH3:32][S-:33].[Na+], predict the reaction product. (5) Given the reactants [Br:1]Br.C([O-])([O-])=O.[K+].[K+].[CH3:9][O:10][C:11]1[CH:17]=[C:16]([O:18][CH3:19])[CH:15]=[CH:14][C:12]=1[NH2:13].O, predict the reaction product. The product is: [Br:1][C:15]1[C:16]([O:18][CH3:19])=[CH:17][C:11]([O:10][CH3:9])=[C:12]([CH:14]=1)[NH2:13]. (6) Given the reactants C(O)CCCCCCCCC.[CH3:12][CH2:13][CH2:14][CH2:15][CH:16]([C:19]([O-:21])=[O:20])CC.[CH3:12][CH2:13][CH2:14][CH2:15][CH:16]([C:19]([O-:21])=[O:20])CC.[Sn+2].[CH2:33]1[O:40][C:38](=[O:39])[CH2:37][O:36][C:34]1=[O:35].CC1OC(=O)C(C)OC1=O, predict the reaction product. The product is: [C:19]1(=[O:21])[O:20][CH2:12][CH2:13][CH2:14][CH2:15][CH2:16]1.[CH2:33]1[O:40][C:38](=[O:39])[CH2:37][O:36][C:34]1=[O:35]. (7) Given the reactants [F:1][C:2]1[CH:3]=[C:4]([C:9](=[C:14]2[CH2:17][N:16](C(C3C=CC=CC=3)C3C=CC=CC=3)[CH2:15]2)[C:10]([O:12][CH3:13])=[O:11])[CH:5]=[C:6]([F:8])[CH:7]=1.C1(CC2C=CC=CC=2)C=CC=CC=1, predict the reaction product. The product is: [NH:16]1[CH2:17][CH:14]([CH:9]([C:4]2[CH:5]=[C:6]([F:8])[CH:7]=[C:2]([F:1])[CH:3]=2)[C:10]([O:12][CH3:13])=[O:11])[CH2:15]1.